Dataset: NCI-60 drug combinations with 297,098 pairs across 59 cell lines. Task: Regression. Given two drug SMILES strings and cell line genomic features, predict the synergy score measuring deviation from expected non-interaction effect. (1) Drug 1: CC1C(C(CC(O1)OC2CC(CC3=C2C(=C4C(=C3O)C(=O)C5=C(C4=O)C(=CC=C5)OC)O)(C(=O)C)O)N)O.Cl. Synergy scores: CSS=41.1, Synergy_ZIP=-4.68, Synergy_Bliss=-0.361, Synergy_Loewe=-4.98, Synergy_HSA=5.24. Drug 2: CC1=C(C(CCC1)(C)C)C=CC(=CC=CC(=CC(=O)O)C)C. Cell line: CAKI-1. (2) Drug 1: CC=C1C(=O)NC(C(=O)OC2CC(=O)NC(C(=O)NC(CSSCCC=C2)C(=O)N1)C(C)C)C(C)C. Drug 2: C1=CC=C(C(=C1)C(C2=CC=C(C=C2)Cl)C(Cl)Cl)Cl. Cell line: TK-10. Synergy scores: CSS=28.8, Synergy_ZIP=0.820, Synergy_Bliss=1.13, Synergy_Loewe=-29.3, Synergy_HSA=-1.14. (3) Synergy scores: CSS=3.48, Synergy_ZIP=-0.418, Synergy_Bliss=0.428, Synergy_Loewe=2.27, Synergy_HSA=0.395. Drug 1: C1=CN(C=N1)CC(O)(P(=O)(O)O)P(=O)(O)O. Cell line: MALME-3M. Drug 2: COCCOC1=C(C=C2C(=C1)C(=NC=N2)NC3=CC=CC(=C3)C#C)OCCOC.Cl. (4) Drug 1: CN(C)N=NC1=C(NC=N1)C(=O)N. Drug 2: C1=NC2=C(N=C(N=C2N1C3C(C(C(O3)CO)O)O)F)N. Cell line: SNB-75. Synergy scores: CSS=-4.03, Synergy_ZIP=0.886, Synergy_Bliss=-3.09, Synergy_Loewe=-5.67, Synergy_HSA=-4.93.